Regression. Given a peptide amino acid sequence and an MHC pseudo amino acid sequence, predict their binding affinity value. This is MHC class II binding data. From a dataset of Peptide-MHC class II binding affinity with 134,281 pairs from IEDB. (1) The peptide sequence is RKVCYNAVLTHVKIN. The MHC is H-2-IEd with pseudo-sequence H-2-IEd. The binding affinity (normalized) is 0.151. (2) The peptide sequence is TWAYHGSYEVKATGSA. The MHC is DRB1_0901 with pseudo-sequence DRB1_0901. The binding affinity (normalized) is 0.500. (3) The peptide sequence is AFGSMAKKGDEQKLR. The MHC is HLA-DQA10501-DQB10301 with pseudo-sequence HLA-DQA10501-DQB10301. The binding affinity (normalized) is 0.351. (4) The peptide sequence is QDPNYVCKHTYVDRG. The MHC is DRB1_1501 with pseudo-sequence DRB1_1501. The binding affinity (normalized) is 0.208. (5) The peptide sequence is YWFAPGAGAAPLSWS. The MHC is HLA-DQA10401-DQB10402 with pseudo-sequence HLA-DQA10401-DQB10402. The binding affinity (normalized) is 0.552.